From a dataset of Catalyst prediction with 721,799 reactions and 888 catalyst types from USPTO. Predict which catalyst facilitates the given reaction. (1) Reactant: [CH3:1][C:2]1[N:11]=[C:10]([C:12]2[CH:17]=[CH:16][C:15]([C:18]3[N:22]([CH3:23])[CH:21]=[N:20][CH:19]=3)=[CH:14][CH:13]=2)[C:9]2[CH2:8][CH2:7][C@H:6]3[C@H:24]([CH3:31])[C:25](=[O:30])[CH:26]([C:28]#[N:29])[CH2:27][C@:5]3([C:32]3[CH:37]=[CH:36][CH:35]=[CH:34][CH:33]=3)[C:4]=2[N:3]=1.ClC1C(=O)C(C#N)=C(C#N)C(=O)C=1Cl. Product: [CH3:1][C:2]1[N:11]=[C:10]([C:12]2[CH:13]=[CH:14][C:15]([C:18]3[N:22]([CH3:23])[CH:21]=[N:20][CH:19]=3)=[CH:16][CH:17]=2)[C:9]2[CH2:8][CH2:7][C@H:6]3[C@H:24]([CH3:31])[C:25](=[O:30])[C:26]([C:28]#[N:29])=[CH:27][C@:5]3([C:32]3[CH:37]=[CH:36][CH:35]=[CH:34][CH:33]=3)[C:4]=2[N:3]=1. The catalyst class is: 7. (2) Reactant: [CH3:1][O:2][C:3](=[O:15])[C:4]1[CH:13]=[CH:12][C:11]([OH:14])=[C:6]([C:7]([O:9]C)=[O:8])[CH:5]=1. Product: [OH:14][C:11]1[CH:12]=[CH:13][C:4]([C:3]([O:2][CH3:1])=[O:15])=[CH:5][C:6]=1[C:7]([OH:9])=[O:8]. The catalyst class is: 17. (3) Reactant: Br[C:2]1[CH:3]=[C:4]([CH:9]=[C:10]([Br:13])[C:11]=1[CH3:12])[C:5]([O:7][CH3:8])=[O:6].CC1(C)C(C)(C)OB(/[CH:22]=[CH:23]/[CH2:24][O:25][CH3:26])O1.C([O-])([O-])=O.[Na+].[Na+]. Product: [Br:13][C:10]1[CH:9]=[C:4]([CH:3]=[C:2](/[CH:22]=[CH:23]/[CH2:24][O:25][CH3:26])[C:11]=1[CH3:12])[C:5]([O:7][CH3:8])=[O:6]. The catalyst class is: 18. (4) Reactant: CC1(C)[O:6][C@@H:5]([C@@H:7]([OH:22])[C@:8]([F:21])([CH3:20])[C:9](N2[C@@H](C(C)C)COC2=O)=[O:10])[CH2:4][O:3]1.OO.O.[OH-].[Li+].S([O-])([O-])=O.[Na+].[Na+].Cl. Product: [F:21][C@:8]1([CH3:20])[C@H:7]([OH:22])[CH:5]([CH2:4][OH:3])[O:6][C:9]1=[O:10]. The catalyst class is: 90. (5) Reactant: [CH3:1][O:2][C:3]1[CH:9]=[C:8]([N+:10]([O-:12])=[O:11])[CH:7]=[CH:6][C:4]=1[NH2:5].C(N(C(C)C)CC)(C)C.[Cl:22][CH2:23][C:24](Cl)=[O:25].NC1C=CC=CC=1. Product: [CH3:1][O:2][C:3]1[CH:9]=[C:8]([N+:10]([O-:12])=[O:11])[CH:7]=[CH:6][C:4]=1[NH:5][C:24](=[O:25])[CH2:23][Cl:22]. The catalyst class is: 4. (6) Reactant: Br[C:2]1[CH:3]=[C:4]([C:8]2[CH:9]=[N:10][C:11]3[N:12]([C:14]([C:17]4([C:20]5[CH:21]=[C:22]6[C:27](=[CH:28][CH:29]=5)[N:26]=[CH:25][CH:24]=[CH:23]6)[CH2:19][CH2:18]4)=[N:15][N:16]=3)[N:13]=2)[CH:5]=[CH:6][CH:7]=1.[CH3:30][O:31][C:32]1[CH:37]=[CH:36][C:35](B2OC(C)(C)C(C)(C)O2)=[CH:34][N:33]=1.P([O-])([O-])([O-])=O.[K+].[K+].[K+].O. Product: [CH3:30][O:31][C:32]1[N:33]=[CH:34][C:35]([C:2]2[CH:3]=[C:4]([C:8]3[CH:9]=[N:10][C:11]4[N:12]([C:14]([C:17]5([C:20]6[CH:21]=[C:22]7[C:27](=[CH:28][CH:29]=6)[N:26]=[CH:25][CH:24]=[CH:23]7)[CH2:19][CH2:18]5)=[N:15][N:16]=4)[N:13]=3)[CH:5]=[CH:6][CH:7]=2)=[CH:36][CH:37]=1. The catalyst class is: 77. (7) Reactant: Cl[CH:2]([CH3:6])[C:3](O)=O.C(N(CC)CC)C.[Cl:14][C:15]1[N:20]=[N:19][C:18]([NH2:21])=[CH:17][CH:16]=1.P(Cl)(Cl)([Cl:24])=O. Product: [Cl:24][C:3]1[N:21]=[C:18]2[CH:17]=[CH:16][C:15]([Cl:14])=[N:20][N:19]2[C:2]=1[CH3:6]. The catalyst class is: 97.